This data is from TCR-epitope binding with 47,182 pairs between 192 epitopes and 23,139 TCRs. The task is: Binary Classification. Given a T-cell receptor sequence (or CDR3 region) and an epitope sequence, predict whether binding occurs between them. (1) The epitope is QYDPVAALF. The TCR CDR3 sequence is CASSTGLAGEGRHNEQFF. Result: 0 (the TCR does not bind to the epitope). (2) The epitope is RLRAEAQVK. The TCR CDR3 sequence is CASGDQGLPGNTIYF. Result: 1 (the TCR binds to the epitope). (3) The epitope is FLASKIGRLV. The TCR CDR3 sequence is CASSRNTEAFF. Result: 0 (the TCR does not bind to the epitope). (4) The epitope is LVLSVNPYV. The TCR CDR3 sequence is CASSLGGNWNEQFF. Result: 0 (the TCR does not bind to the epitope).